Dataset: NCI-60 drug combinations with 297,098 pairs across 59 cell lines. Task: Regression. Given two drug SMILES strings and cell line genomic features, predict the synergy score measuring deviation from expected non-interaction effect. (1) Drug 1: C1CC(=O)NC(=O)C1N2CC3=C(C2=O)C=CC=C3N. Drug 2: CC(C)CN1C=NC2=C1C3=CC=CC=C3N=C2N. Cell line: RXF 393. Synergy scores: CSS=-0.702, Synergy_ZIP=-0.538, Synergy_Bliss=-1.59, Synergy_Loewe=-2.69, Synergy_HSA=-2.66. (2) Drug 1: CNC(=O)C1=NC=CC(=C1)OC2=CC=C(C=C2)NC(=O)NC3=CC(=C(C=C3)Cl)C(F)(F)F. Drug 2: C(CC(=O)O)C(=O)CN.Cl. Cell line: SK-MEL-28. Synergy scores: CSS=20.4, Synergy_ZIP=-2.61, Synergy_Bliss=2.74, Synergy_Loewe=1.35, Synergy_HSA=2.98. (3) Drug 1: COC1=C(C=C2C(=C1)N=CN=C2NC3=CC(=C(C=C3)F)Cl)OCCCN4CCOCC4. Drug 2: C1CN1P(=S)(N2CC2)N3CC3. Cell line: HCC-2998. Synergy scores: CSS=14.8, Synergy_ZIP=-8.24, Synergy_Bliss=-9.88, Synergy_Loewe=-7.31, Synergy_HSA=-6.28. (4) Drug 1: CC1C(C(CC(O1)OC2CC(CC3=C2C(=C4C(=C3O)C(=O)C5=C(C4=O)C(=CC=C5)OC)O)(C(=O)CO)O)N)O.Cl. Drug 2: C1CC(=O)NC(=O)C1N2CC3=C(C2=O)C=CC=C3N. Cell line: MOLT-4. Synergy scores: CSS=3.17, Synergy_ZIP=-2.25, Synergy_Bliss=0.290, Synergy_Loewe=-0.393, Synergy_HSA=0.576.